Task: Binary Classification. Given a drug SMILES string, predict its activity (active/inactive) in a high-throughput screening assay against a specified biological target.. Dataset: HIV replication inhibition screening data with 41,000+ compounds from the AIDS Antiviral Screen (1) The compound is COc1c(O)c(O)cc2c1-c1ccc(OC)c(=O)cc1C(NC(C)=O)CC2. The result is 0 (inactive). (2) The compound is COC(=O)NN=C(Cc1occc(=O)c1O)C(=O)Nc1ccc([N+](=O)[O-])cc1[N+](=O)[O-]. The result is 0 (inactive). (3) The compound is CC(C)c1cc(C(C)C)c(B(c2ccccc2)c2ccccc2)c(C(C)C)c1Br. The result is 0 (inactive). (4) The drug is CC(=O)C1C(=O)NC(=O)C1=O. The result is 0 (inactive). (5) The drug is CON(C)C(=O)C(C)N(Cc1ccccc1)Cc1ccccc1. The result is 0 (inactive).